This data is from Catalyst prediction with 721,799 reactions and 888 catalyst types from USPTO. The task is: Predict which catalyst facilitates the given reaction. (1) The catalyst class is: 43. Reactant: [CH2:1]([N:3]1[CH2:8][CH2:7][N:6]([CH2:9][C:10]2[CH:15]=[CH:14][C:13]([N+:16]([O-])=O)=[CH:12][C:11]=2[C:19]([F:22])([F:21])[F:20])[CH2:5][CH2:4]1)[CH3:2]. Product: [CH2:1]([N:3]1[CH2:8][CH2:7][N:6]([CH2:9][C:10]2[CH:15]=[CH:14][C:13]([NH2:16])=[CH:12][C:11]=2[C:19]([F:22])([F:20])[F:21])[CH2:5][CH2:4]1)[CH3:2]. (2) Reactant: [Br:1][C:2]1[CH:15]=[CH:14][C:5]2[NH:6][C:7](=S)[C:8]3([CH2:11][NH:12][C:4]=2[CH:3]=1)[CH2:10][CH2:9]3.[C:16]([NH:19][NH2:20])(=O)[CH3:17]. Product: [Br:1][C:2]1[CH:15]=[CH:14][C:5]2[N:6]3[C:16]([CH3:17])=[N:19][N:20]=[C:7]3[C:8]3([CH2:10][CH2:9]3)[CH2:11][NH:12][C:4]=2[CH:3]=1. The catalyst class is: 51. (3) Product: [Cl:1][C:2]1[CH:25]=[CH:24][C:23]([C:26]([F:29])([F:27])[F:28])=[CH:22][C:3]=1[O:4][CH:5]1[CH2:10][CH2:9][N:8]([C:11](=[O:21])[CH2:12][NH:13][C:14]2[C:15](=[O:20])[N:16]([CH2:40][CH2:39][CH2:38][C:37]([F:43])([F:42])[F:36])[N:17]=[CH:18][CH:19]=2)[CH2:7][CH2:6]1. Reactant: [Cl:1][C:2]1[CH:25]=[CH:24][C:23]([C:26]([F:29])([F:28])[F:27])=[CH:22][C:3]=1[O:4][CH:5]1[CH2:10][CH2:9][N:8]([C:11](=[O:21])[CH2:12][NH:13][C:14]2[C:15](=[O:20])[NH:16][N:17]=[CH:18][CH:19]=2)[CH2:7][CH2:6]1.C([O-])([O-])=O.[K+].[K+].[F:36][C:37]([F:43])([F:42])[CH2:38][CH2:39][CH2:40]I. The catalyst class is: 3. (4) Reactant: C([O:8][C:9]1[C:14]([C:15]2[CH:24]=[C:23]([C:25]([CH3:28])([CH3:27])[CH3:26])[C:22]([O:29][CH3:30])=[CH:21][C:16]=2[C:17]([NH:19][CH3:20])=[O:18])=[CH:13][CH:12]=[CH:11][N:10]=1)C1C=CC=CC=1. Product: [C:25]([C:23]1[C:22]([O:29][CH3:30])=[CH:21][C:16]([C:17]([NH:19][CH3:20])=[O:18])=[C:15]([C:14]2[C:9](=[O:8])[NH:10][CH:11]=[CH:12][CH:13]=2)[CH:24]=1)([CH3:28])([CH3:26])[CH3:27]. The catalyst class is: 19. (5) Reactant: [CH2:1]([O:8][C:9]1[C:14]([CH3:15])=[CH:13][C:12]([C:16]2[NH:25][C:24](=[O:26])[C:23]3[C:18](=[CH:19][C:20]([F:28])=[CH:21][C:22]=3F)[N:17]=2)=[CH:11][C:10]=1[CH3:29])[C:2]1[CH:7]=[CH:6][CH:5]=[CH:4][CH:3]=1.C[O-].[Na+].CO.[C:35](O)(=[O:37])C. Product: [CH2:1]([O:8][C:9]1[C:14]([CH3:15])=[CH:13][C:12]([C:16]2[NH:25][C:24](=[O:26])[C:23]3[C:18](=[CH:19][C:20]([F:28])=[CH:21][C:22]=3[O:37][CH3:35])[N:17]=2)=[CH:11][C:10]=1[CH3:29])[C:2]1[CH:3]=[CH:4][CH:5]=[CH:6][CH:7]=1. The catalyst class is: 18.